This data is from KCNQ2 potassium channel screen with 302,405 compounds. The task is: Binary Classification. Given a drug SMILES string, predict its activity (active/inactive) in a high-throughput screening assay against a specified biological target. (1) The molecule is Clc1ccc(c2c3n(nc2C)c(N2CCOCC2)cc(n3)C)cc1. The result is 0 (inactive). (2) The molecule is O=C1CCC2C(NCCC2=C1)Cc1cc(O)c(OC)cc1. The result is 0 (inactive). (3) The drug is S=C(NCCN1CCOCC1)NN\C=C1\C(O)=CC(=O)C=C1. The result is 0 (inactive). (4) The compound is s1c(CNC(=O)c2nnn(CC(=O)Nc3c(cc(cc3)C)C)c2N)ccc1. The result is 0 (inactive).